The task is: Predict the product of the given reaction.. This data is from Forward reaction prediction with 1.9M reactions from USPTO patents (1976-2016). (1) Given the reactants [Br:1][C:2]1[CH:11]=[CH:10][C:9]2[N:8]=[CH:7][C:6]3[NH:12][C:13](=[O:26])[N:14]([C:15]4[CH:20]=[CH:19][C:18]([C:21]([CH3:25])([CH3:24])[C:22]#[N:23])=[CH:17][CH:16]=4)[C:5]=3[C:4]=2[CH:3]=1.C(N(CC)CC)C.[CH3:34][O:35][C:36]1[CH:37]=[C:38]([S:42](Cl)(=[O:44])=[O:43])[CH:39]=[CH:40][CH:41]=1.O, predict the reaction product. The product is: [Br:1][C:2]1[CH:11]=[CH:10][C:9]2[N:8]=[CH:7][C:6]3[N:12]([S:42]([C:38]4[CH:39]=[CH:40][CH:41]=[C:36]([O:35][CH3:34])[CH:37]=4)(=[O:44])=[O:43])[C:13](=[O:26])[N:14]([C:15]4[CH:20]=[CH:19][C:18]([C:21]([CH3:24])([CH3:25])[C:22]#[N:23])=[CH:17][CH:16]=4)[C:5]=3[C:4]=2[CH:3]=1. (2) Given the reactants [H-].[Na+].[CH2:3]([O:10][C:11]([C:13]1[C:21]2[C:16](=[CH:17][CH:18]=[C:19]([O:22][CH2:23][CH2:24][Cl:25])[CH:20]=2)[NH:15][C:14]=1[CH3:26])=[O:12])[C:4]1[CH:9]=[CH:8][CH:7]=[CH:6][CH:5]=1.[CH2:27](Br)[C:28]1[CH:33]=[CH:32][CH:31]=[CH:30][CH:29]=1.O, predict the reaction product. The product is: [CH2:3]([O:10][C:11]([C:13]1[C:21]2[C:16](=[CH:17][CH:18]=[C:19]([O:22][CH2:23][CH2:24][Cl:25])[CH:20]=2)[N:15]([CH2:27][C:28]2[CH:33]=[CH:32][CH:31]=[CH:30][CH:29]=2)[C:14]=1[CH3:26])=[O:12])[C:4]1[CH:9]=[CH:8][CH:7]=[CH:6][CH:5]=1. (3) Given the reactants FC(F)(F)[C:3]1[CH:4]=[C:5]([NH:9][C:10](=[O:29])[NH:11][C:12]2[CH:17]=[CH:16][C:15]([C:18]3[S:22][C:21]([CH2:23][CH2:24]C(OC)=O)=[N:20][CH:19]=3)=[CH:14][CH:13]=2)[CH:6]=[CH:7][CH:8]=1.NC1C=CC(C2SC(CC[NH:46][S:47]([C:50]([F:53])([F:52])[F:51])(=[O:49])=[O:48])=NC=2)=CC=1.C1(N=C=O)CCCCC1, predict the reaction product. The product is: [CH:5]1([NH:9][C:10](=[O:29])[NH:11][C:12]2[CH:13]=[CH:14][C:15]([C:18]3[S:22][C:21]([CH2:23][CH2:24][NH:46][S:47]([C:50]([F:53])([F:52])[F:51])(=[O:49])=[O:48])=[N:20][CH:19]=3)=[CH:16][CH:17]=2)[CH2:6][CH2:7][CH2:8][CH2:3][CH2:4]1. (4) Given the reactants [Cl:1][C:2]1[C:10]([F:11])=[CH:9][CH:8]=[CH:7][C:3]=1C(O)=O.[N-:12]=[N+]=[N-].[Na+], predict the reaction product. The product is: [Cl:1][C:2]1[C:10]([F:11])=[CH:9][CH:8]=[CH:7][C:3]=1[NH2:12].